Dataset: NCI-60 drug combinations with 297,098 pairs across 59 cell lines. Task: Regression. Given two drug SMILES strings and cell line genomic features, predict the synergy score measuring deviation from expected non-interaction effect. (1) Drug 1: CN(CCCl)CCCl.Cl. Drug 2: CCC1(C2=C(COC1=O)C(=O)N3CC4=CC5=C(C=CC(=C5CN(C)C)O)N=C4C3=C2)O.Cl. Cell line: CCRF-CEM. Synergy scores: CSS=91.8, Synergy_ZIP=5.32, Synergy_Bliss=4.58, Synergy_Loewe=3.48, Synergy_HSA=6.14. (2) Synergy scores: CSS=17.7, Synergy_ZIP=-0.409, Synergy_Bliss=0.672, Synergy_Loewe=-6.31, Synergy_HSA=-0.275. Drug 1: COC1=CC(=CC(=C1O)OC)C2C3C(COC3=O)C(C4=CC5=C(C=C24)OCO5)OC6C(C(C7C(O6)COC(O7)C8=CC=CS8)O)O. Drug 2: CC(C)CN1C=NC2=C1C3=CC=CC=C3N=C2N. Cell line: RXF 393. (3) Drug 2: COC1=NC(=NC2=C1N=CN2C3C(C(C(O3)CO)O)O)N. Synergy scores: CSS=-0.740, Synergy_ZIP=-0.640, Synergy_Bliss=-1.75, Synergy_Loewe=-3.17, Synergy_HSA=-0.859. Drug 1: CC1=C(C=C(C=C1)NC2=NC=CC(=N2)N(C)C3=CC4=NN(C(=C4C=C3)C)C)S(=O)(=O)N.Cl. Cell line: SN12C. (4) Synergy scores: CSS=-4.49, Synergy_ZIP=1.86, Synergy_Bliss=0.212, Synergy_Loewe=-5.61, Synergy_HSA=-4.42. Drug 1: CN(C)N=NC1=C(NC=N1)C(=O)N. Drug 2: CN(C)C1=NC(=NC(=N1)N(C)C)N(C)C. Cell line: TK-10.